Dataset: NCI-60 drug combinations with 297,098 pairs across 59 cell lines. Task: Regression. Given two drug SMILES strings and cell line genomic features, predict the synergy score measuring deviation from expected non-interaction effect. (1) Drug 1: CC1=C(C=C(C=C1)C(=O)NC2=CC(=CC(=C2)C(F)(F)F)N3C=C(N=C3)C)NC4=NC=CC(=N4)C5=CN=CC=C5. Drug 2: C1CN(CCN1C(=O)CCBr)C(=O)CCBr. Cell line: NCI-H460. Synergy scores: CSS=37.5, Synergy_ZIP=7.92, Synergy_Bliss=8.34, Synergy_Loewe=6.75, Synergy_HSA=8.02. (2) Drug 2: CC(C)NC(=O)C1=CC=C(C=C1)CNNC.Cl. Drug 1: CCC(=C(C1=CC=CC=C1)C2=CC=C(C=C2)OCCN(C)C)C3=CC=CC=C3.C(C(=O)O)C(CC(=O)O)(C(=O)O)O. Cell line: OVCAR-5. Synergy scores: CSS=1.73, Synergy_ZIP=-2.30, Synergy_Bliss=-2.51, Synergy_Loewe=-2.35, Synergy_HSA=-2.20. (3) Drug 1: CCC1=C2CN3C(=CC4=C(C3=O)COC(=O)C4(CC)O)C2=NC5=C1C=C(C=C5)O. Drug 2: CC1C(C(CC(O1)OC2CC(CC3=C2C(=C4C(=C3O)C(=O)C5=C(C4=O)C(=CC=C5)OC)O)(C(=O)CO)O)N)O.Cl. Cell line: IGROV1. Synergy scores: CSS=39.7, Synergy_ZIP=-1.73, Synergy_Bliss=2.32, Synergy_Loewe=5.09, Synergy_HSA=6.37.